The task is: Regression. Given a peptide amino acid sequence and an MHC pseudo amino acid sequence, predict their binding affinity value. This is MHC class II binding data.. This data is from Peptide-MHC class II binding affinity with 134,281 pairs from IEDB. The peptide sequence is AWASACGGTGKNTIV. The MHC is HLA-DPA10103-DPB10401 with pseudo-sequence HLA-DPA10103-DPB10401. The binding affinity (normalized) is 0.